This data is from Full USPTO retrosynthesis dataset with 1.9M reactions from patents (1976-2016). The task is: Predict the reactants needed to synthesize the given product. (1) Given the product [NH2:23][C@H:20]1[CH2:21][CH2:22][C@H:17]([NH:16][C:15]2[C:14]3[C:9](=[CH:10][CH:11]=[C:12]([C:31]4[CH:32]=[C:33]([F:39])[C:34]([OH:38])=[C:35]([F:37])[CH:36]=4)[CH:13]=3)[N:8]=[CH:7][C:6]=2[C:4]([CH:1]2[CH2:2][CH2:3]2)=[O:5])[CH2:18][CH2:19]1, predict the reactants needed to synthesize it. The reactants are: [CH:1]1([C:4]([C:6]2[CH:7]=[N:8][C:9]3[C:14]([C:15]=2[NH:16][C@H:17]2[CH2:22][CH2:21][C@H:20]([NH:23]C(=O)OC(C)(C)C)[CH2:19][CH2:18]2)=[CH:13][C:12]([C:31]2[CH:36]=[C:35]([F:37])[C:34]([OH:38])=[C:33]([F:39])[CH:32]=2)=[CH:11][CH:10]=3)=[O:5])[CH2:3][CH2:2]1.C(O)(C(F)(F)F)=O. (2) Given the product [C:17]([NH:21][C@:8]1([C:30](=[O:31])[NH:26][C:22]([CH3:25])([CH3:24])[CH3:23])[C@@H:4]([CH2:1][CH:2]=[CH2:3])[CH2:5][N:6]([C:10]([O:12][C:13]([CH3:16])([CH3:15])[CH3:14])=[O:11])[CH2:7]1)(=[O:20])[CH3:18], predict the reactants needed to synthesize it. The reactants are: [CH2:1]([CH:4]1[C:8](=O)[CH2:7][N:6]([C:10]([O:12][C:13]([CH3:16])([CH3:15])[CH3:14])=[O:11])[CH2:5]1)[CH:2]=[CH2:3].[C:17]([O-:20])(=O)[CH3:18].[NH4+:21].[C:22]([N+:26]#[C-])([CH3:25])([CH3:24])[CH3:23].FC(F)(F)[CH2:30][OH:31]. (3) Given the product [CH2:1]([S:8][C:9]1[C:10]([NH:23][C:26](=[O:35])[O:49][C:45]([CH3:48])([CH3:47])[CH3:46])=[CH:14][C:15]([N+:18]([O-:20])=[O:19])=[CH:16][N:17]=1)[C:2]1[CH:3]=[CH:4][CH:5]=[CH:6][CH:7]=1, predict the reactants needed to synthesize it. The reactants are: [CH2:1]([S:8][C:9]1[N:17]=[CH:16][C:15]([N+:18]([O-:20])=[O:19])=[CH:14][C:10]=1C(O)=O)[C:2]1[CH:7]=[CH:6][CH:5]=[CH:4][CH:3]=1.C([N:23]([CH2:26]C)CC)C.C1C=CC(P(N=[N+]=[N-])(C2C=CC=CC=2)=[O:35])=CC=1.[C:45]([OH:49])([CH3:48])([CH3:47])[CH3:46]. (4) Given the product [CH2:1]([N:8]1[CH2:12][CH2:11][C@H:10]([NH:13][C:15]2[CH:20]=[CH:19][CH:18]=[CH:17][CH:16]=2)[CH2:9]1)[C:2]1[CH:3]=[CH:4][CH:5]=[CH:6][CH:7]=1, predict the reactants needed to synthesize it. The reactants are: [CH2:1]([N:8]1[CH2:12][CH2:11][C@H:10]([NH2:13])[CH2:9]1)[C:2]1[CH:7]=[CH:6][CH:5]=[CH:4][CH:3]=1.Br[C:15]1[CH:20]=[CH:19][CH:18]=[CH:17][CH:16]=1. (5) Given the product [Cl:1][C:2]1[C:3]([O:14][CH3:15])=[C:4]([N+:11]([O-:13])=[O:12])[C:5]([F:10])=[C:6]([CH2:7][OH:8])[CH:9]=1, predict the reactants needed to synthesize it. The reactants are: [Cl:1][C:2]1[C:3]([O:14][CH3:15])=[C:4]([N+:11]([O-:13])=[O:12])[C:5]([F:10])=[C:6]([CH:9]=1)[CH:7]=[O:8].[BH4-].[Na+].Cl. (6) Given the product [Br:39][C:21]1[C:22]2[C:27]3=[C:26]4[C:25](=[CH:24][CH:23]=2)[C:12]([C:5]2[C:6]5[C:11](=[CH:10][CH:9]=[CH:8][CH:7]=5)[C:2]([CH3:1])=[CH:3][CH:4]=2)=[CH:13][CH:14]=[C:15]4[CH:16]=[CH:17][C:18]3=[C:19]([C:28]2[C:37]3[C:32](=[CH:33][CH:34]=[CH:35][CH:36]=3)[C:31]([CH3:38])=[CH:30][CH:29]=2)[CH:20]=1, predict the reactants needed to synthesize it. The reactants are: [CH3:1][C:2]1[C:11]2[C:6](=[CH:7][CH:8]=[CH:9][CH:10]=2)[C:5]([C:12]2[C:25]3[C:26]4=[C:27]5[C:22](=[CH:23][CH:24]=3)[CH:21]=[CH:20][C:19]([C:28]3[C:37]6[C:32](=[CH:33][CH:34]=[CH:35][CH:36]=6)[C:31]([CH3:38])=[CH:30][CH:29]=3)=[C:18]5[CH:17]=[CH:16][C:15]4=[CH:14][CH:13]=2)=[CH:4][CH:3]=1.[Br:39]N1C(=O)CCC1=O.CN(C)C=O. (7) Given the product [CH2:3]([O:5][C:6]([C:8]1[C:16]2[C:11](=[CH:12][C:13]([Br:18])=[C:14]([O:17][CH3:23])[CH:15]=2)[N:10]([CH:19]2[CH2:20][CH2:21]2)[C:9]=1[CH3:22])=[O:7])[CH3:4], predict the reactants needed to synthesize it. The reactants are: [H-].[Na+].[CH2:3]([O:5][C:6]([C:8]1[C:16]2[C:11](=[CH:12][C:13]([Br:18])=[C:14]([OH:17])[CH:15]=2)[N:10]([CH:19]2[CH2:21][CH2:20]2)[C:9]=1[CH3:22])=[O:7])[CH3:4].[CH3:23]I. (8) Given the product [CH:20]([P:22]([O:23][C:7]1[CH:6]=[C:5]([CH:10]=[CH:18][CH:19]=1)[C:4]([O:3][CH2:1][CH3:2])=[O:12])([O:11][C:7]1[CH:6]=[C:5]([CH:10]=[CH:9][CH:8]=1)[C:4]([O:3][CH2:1][CH3:2])=[O:12])=[O:27])=[CH2:21], predict the reactants needed to synthesize it. The reactants are: [CH2:1]([O:3][C:4](=[O:12])[C:5]1[CH:10]=[CH:9][CH:8]=[C:7]([OH:11])[CH:6]=1)[CH3:2].C(N([CH2:18][CH3:19])CC)C.[CH:20]([P:22](=[O:27])(OCl)[O:23]Cl)=[CH2:21]. (9) Given the product [C:11]1([C:2]2[O:1][C:5]3[CH:6]=[CH:7][CH:8]=[CH:9][C:4]=3[N:3]=2)[CH:16]=[CH:15][CH:14]=[CH:13][CH:12]=1, predict the reactants needed to synthesize it. The reactants are: [O:1]1[C:5]2[CH:6]=[CH:7][CH:8]=[CH:9][C:4]=2[N:3]=[CH:2]1.Br[C:11]1[CH:16]=[CH:15][CH:14]=[CH:13][CH:12]=1.CC([O-])(C)C.[K+].CN(C=O)C.